From a dataset of Forward reaction prediction with 1.9M reactions from USPTO patents (1976-2016). Predict the product of the given reaction. (1) Given the reactants C(O[BH-](OC(=O)C)OC(=O)C)(=O)C.[Na+].[NH2:15][C:16]([CH3:46])([CH3:45])[CH2:17][O:18][C:19]1[CH:24]=[CH:23][C:22]([NH:25][C:26](=[O:37])[C:27]2[CH:32]=[CH:31][CH:30]=[C:29]([C:33]([F:36])([F:35])[F:34])[CH:28]=2)=[CH:21][C:20]=1[C:38]1[N:39]([CH3:44])[N:40]=[CH:41][C:42]=1[Cl:43].[CH:47](=O)[CH2:48][CH3:49].C(Cl)(=O)C, predict the reaction product. The product is: [Cl:43][C:42]1[CH:41]=[N:40][N:39]([CH3:44])[C:38]=1[C:20]1[CH:21]=[C:22]([NH:25][C:26](=[O:37])[C:27]2[CH:32]=[CH:31][CH:30]=[C:29]([C:33]([F:36])([F:34])[F:35])[CH:28]=2)[CH:23]=[CH:24][C:19]=1[O:18][CH2:17][C:16]([CH3:46])([NH:15][CH2:47][CH2:48][CH3:49])[CH3:45]. (2) The product is: [F:41][C:27]1[C:28]([NH:32][S:33]([C:36]2[CH:40]=[CH:39][O:38][CH:37]=2)(=[O:35])=[O:34])=[CH:29][CH:30]=[CH:31][C:26]=1[C:9]1[N:10]=[C:11]([CH:13]2[CH2:18][CH2:17][N:16]([C:19]([O:21][C:22]([CH3:25])([CH3:24])[CH3:23])=[O:20])[CH2:15][CH2:14]2)[S:12][C:8]=1[C:6]1[CH:5]=[CH:4][N:3]=[C:2]([CH3:42])[N:7]=1. Given the reactants Cl[C:2]1[N:7]=[C:6]([C:8]2[S:12][C:11]([CH:13]3[CH2:18][CH2:17][N:16]([C:19]([O:21][C:22]([CH3:25])([CH3:24])[CH3:23])=[O:20])[CH2:15][CH2:14]3)=[N:10][C:9]=2[C:26]2[CH:31]=[CH:30][CH:29]=[C:28]([NH:32][S:33]([C:36]3[CH:40]=[CH:39][O:38][CH:37]=3)(=[O:35])=[O:34])[C:27]=2[F:41])[CH:5]=[CH:4][N:3]=1.[CH3:42][Zn]C, predict the reaction product. (3) Given the reactants Cl.[CH3:2][O:3][CH2:4][CH:5]([C:7]1[CH:12]=[CH:11][C:10]([O:13][C:14]([F:17])([F:16])[F:15])=[CH:9][CH:8]=1)[NH2:6].C(N(CC)CC)C.[C:25](O[C:25]([O:27][C:28]([CH3:31])([CH3:30])[CH3:29])=[O:26])([O:27][C:28]([CH3:31])([CH3:30])[CH3:29])=[O:26].Cl, predict the reaction product. The product is: [CH3:2][O:3][CH2:4][CH:5]([NH:6][C:25](=[O:26])[O:27][C:28]([CH3:31])([CH3:30])[CH3:29])[C:7]1[CH:8]=[CH:9][C:10]([O:13][C:14]([F:15])([F:16])[F:17])=[CH:11][CH:12]=1. (4) Given the reactants Cl.[NH2:2][C:3]1[C:4]2[C:14]([O:15][CH2:16][C@H:17]3[CH2:22][CH2:21][CH2:20][NH:19][CH2:18]3)=[CH:13][CH:12]=[CH:11][C:5]=2[NH:6][S:7](=[O:10])(=[O:9])[N:8]=1.[N:23]1[CH:28]=[CH:27][CH:26]=[N:25][C:24]=1[CH2:29][C:30](O)=[O:31], predict the reaction product. The product is: [NH2:2][C:3]1[C:4]2[C:14]([O:15][CH2:16][C@H:17]3[CH2:22][CH2:21][CH2:20][N:19]([C:30](=[O:31])[CH2:29][C:24]4[N:25]=[CH:26][CH:27]=[CH:28][N:23]=4)[CH2:18]3)=[CH:13][CH:12]=[CH:11][C:5]=2[NH:6][S:7](=[O:9])(=[O:10])[N:8]=1. (5) Given the reactants [C:1]([C:3]1[CH:8]=[CH:7][C:6]([N:9]2[C@H:13]3[CH2:14][CH2:15][CH2:16][CH2:17][C@@H:12]3[N:11]([C:18]3[CH:26]=[CH:25][C:21]([C:22]([OH:24])=O)=[C:20]([F:27])[CH:19]=3)[C:10]2=[O:28])=[CH:5][C:4]=1[C:29]([F:32])([F:31])[F:30])#[N:2].[NH2:33][CH2:34][CH2:35][OH:36], predict the reaction product. The product is: [C:1]([C:3]1[CH:8]=[CH:7][C:6]([N:9]2[C@H:13]3[CH2:14][CH2:15][CH2:16][CH2:17][C@@H:12]3[N:11]([C:18]3[CH:26]=[CH:25][C:21]([C:22]([NH:33][CH2:34][CH2:35][OH:36])=[O:24])=[C:20]([F:27])[CH:19]=3)[C:10]2=[O:28])=[CH:5][C:4]=1[C:29]([F:30])([F:31])[F:32])#[N:2]. (6) Given the reactants [C:1]([O:5][C:6]([N:8]1[CH2:13][CH2:12][C:11]([C:35]2[CH:40]=[CH:39][C:38](Br)=[CH:37][CH:36]=2)([O:14][CH2:15][C:16]2[N:20]([CH2:21][O:22][CH2:23][CH2:24][Si:25]([CH3:28])([CH3:27])[CH3:26])[C:19]3[CH:29]=[C:30]([F:34])[C:31]([F:33])=[CH:32][C:18]=3[N:17]=2)[CH2:10][CH2:9]1)=[O:7])([CH3:4])([CH3:3])[CH3:2].[C:42]([C:44]1[CH:45]=[C:46](B(O)O)[CH:47]=[CH:48][CH:49]=1)#[N:43].C1(C)C=CC=CC=1.C([O-])([O-])=O.[Na+].[Na+], predict the reaction product. The product is: [C:1]([O:5][C:6]([N:8]1[CH2:13][CH2:12][C:11]([C:35]2[CH:40]=[CH:39][C:38]([C:48]3[CH:47]=[CH:46][CH:45]=[C:44]([C:42]#[N:43])[CH:49]=3)=[CH:37][CH:36]=2)([O:14][CH2:15][C:16]2[N:20]([CH2:21][O:22][CH2:23][CH2:24][Si:25]([CH3:28])([CH3:27])[CH3:26])[C:19]3[CH:29]=[C:30]([F:34])[C:31]([F:33])=[CH:32][C:18]=3[N:17]=2)[CH2:10][CH2:9]1)=[O:7])([CH3:4])([CH3:3])[CH3:2]. (7) The product is: [C:22]([OH:29])(=[O:28])/[CH:23]=[CH:24]/[C:25]([OH:27])=[O:26].[Cl:1][C:2]1[CH:9]=[CH:8][C:5]([C:6]#[N:7])=[C:4]([O:10][C:11]2[CH:16]=[CH:15][C:14]([F:17])=[C:13]([CH2:18][NH:21][CH3:20])[CH:12]=2)[CH:3]=1. Given the reactants [Cl:1][C:2]1[CH:9]=[CH:8][C:5]([C:6]#[N:7])=[C:4]([O:10][C:11]2[CH:16]=[CH:15][C:14]([F:17])=[C:13]([CH2:18]Cl)[CH:12]=2)[CH:3]=1.[CH3:20][NH2:21].[C:22]([OH:29])(=[O:28])/[CH:23]=[CH:24]/[C:25]([OH:27])=[O:26], predict the reaction product.